Dataset: Catalyst prediction with 721,799 reactions and 888 catalyst types from USPTO. Task: Predict which catalyst facilitates the given reaction. (1) Reactant: [CH3:1][C:2]1[C:6]([CH3:7])=[C:5]([NH:8][C:9](=[O:16])OCC(Cl)(Cl)Cl)[O:4][N:3]=1.[Cl:17][C:18]1[C:23]([Cl:24])=[CH:22][CH:21]=[CH:20][C:19]=1[C:25]1[N:26]=[C:27]([N:30]2[CH2:35][CH2:34][NH:33][CH2:32][CH2:31]2)[S:28][CH:29]=1.C(N(C(C)C)CC)(C)C.O. Product: [Cl:17][C:18]1[C:23]([Cl:24])=[CH:22][CH:21]=[CH:20][C:19]=1[C:25]1[N:26]=[C:27]([N:30]2[CH2:35][CH2:34][N:33]([C:9]([NH:8][C:5]3[O:4][N:3]=[C:2]([CH3:1])[C:6]=3[CH3:7])=[O:16])[CH2:32][CH2:31]2)[S:28][CH:29]=1. The catalyst class is: 16. (2) Reactant: [Sn](Cl)Cl.[F:4][C:5]1[CH:10]=[CH:9][C:8]([OH:11])=[C:7]([N+:12]([O-])=O)[CH:6]=1.[OH-].[Na+]. Product: [NH2:12][C:7]1[CH:6]=[C:5]([F:4])[CH:10]=[CH:9][C:8]=1[OH:11]. The catalyst class is: 14. (3) Reactant: [NH2:1][C:2]1[CH:10]=[CH:9][C:5]([C:6]([OH:8])=[O:7])=[CH:4][C:3]=1[CH3:11].[CH3:12][C:13]1([CH3:21])[O:20][C:18](=[O:19])[CH2:17][C:15](=[O:16])[O:14]1.[CH:22]([O-])([O-])OC.CO. Product: [CH3:12][C:13]1([CH3:21])[O:20][C:18](=[O:19])[C:17](=[CH:22][NH:1][C:2]2[CH:10]=[CH:9][C:5]([C:6]([OH:8])=[O:7])=[CH:4][C:3]=2[CH3:11])[C:15](=[O:16])[O:14]1. The catalyst class is: 13. (4) Reactant: [NH:1]1[C:9]2[CH:8]=[CH:7][CH:6]=[C:5]([CH:10]=O)[C:4]=2[CH:3]=[CH:2]1.[CH3:12][CH:13]([CH3:29])[C:14]([NH:16][C:17]1[CH:22]=[CH:21][CH:20]=[C:19]([CH:23]2[CH2:28][CH2:27][NH:26][CH2:25][CH2:24]2)[CH:18]=1)=[O:15]. Product: [NH:1]1[C:9]2[C:4](=[C:5]([CH2:10][N:26]3[CH2:27][CH2:28][CH:23]([C:19]4[CH:18]=[C:17]([NH:16][C:14](=[O:15])[CH:13]([CH3:12])[CH3:29])[CH:22]=[CH:21][CH:20]=4)[CH2:24][CH2:25]3)[CH:6]=[CH:7][CH:8]=2)[CH:3]=[CH:2]1. The catalyst class is: 52. (5) Reactant: [Cl:1][C:2]1[CH:28]=[CH:27][C:5]([C:6]([N:8]2[CH2:12][CH2:11][C@@H:10]([NH:13][C:14]3[CH:19]=[CH:18][C:17](/[CH:20]=[CH:21]/[C:22]([O:24]CC)=[O:23])=[CH:16][CH:15]=3)[CH2:9]2)=[O:7])=[CH:4][CH:3]=1.[OH-].[Na+]. Product: [Cl:1][C:2]1[CH:28]=[CH:27][C:5]([C:6]([N:8]2[CH2:12][CH2:11][C@@H:10]([NH:13][C:14]3[CH:19]=[CH:18][C:17](/[CH:20]=[CH:21]/[C:22]([OH:24])=[O:23])=[CH:16][CH:15]=3)[CH2:9]2)=[O:7])=[CH:4][CH:3]=1. The catalyst class is: 38.